From a dataset of Forward reaction prediction with 1.9M reactions from USPTO patents (1976-2016). Predict the product of the given reaction. (1) The product is: [Cl:15][S:16]([C:10]1[CH:11]=[CH:12][C:4]([O:3][C:2]([F:13])([F:14])[F:1])=[C:5]([CH:9]=1)[C:6]([OH:8])=[O:7])(=[O:18])=[O:17]. Given the reactants [F:1][C:2]([F:14])([F:13])[O:3][C:4]1[CH:12]=[CH:11][CH:10]=[CH:9][C:5]=1[C:6]([OH:8])=[O:7].[Cl:15][S:16](O)(=[O:18])=[O:17], predict the reaction product. (2) Given the reactants [O:1]1CCO[CH:2]1[CH2:6][N:7]1[C:16]2[C:11](=[CH:12][C:13]([Br:17])=[CH:14][CH:15]=2)[CH:10]=[CH:9][C:8]1=[O:18].C(=O)([O-])O.[Na+], predict the reaction product. The product is: [Br:17][C:13]1[CH:12]=[C:11]2[C:16](=[CH:15][CH:14]=1)[N:7]([CH2:6][CH:2]=[O:1])[C:8](=[O:18])[CH:9]=[CH:10]2.